Dataset: Full USPTO retrosynthesis dataset with 1.9M reactions from patents (1976-2016). Task: Predict the reactants needed to synthesize the given product. (1) Given the product [F:1][C:2]1[C:3]([O:27][CH2:28][C:29]2[CH:34]=[CH:33][CH:32]=[CH:31][CH:30]=2)=[CH:4][CH:5]=[C:6]2[C:11]=1[C:10]([CH3:13])([CH3:12])[C:9](=[O:14])[C:8]([C:15]([NH:17][CH2:18][C:19]([OH:21])=[O:20])=[O:16])=[C:7]2[OH:26], predict the reactants needed to synthesize it. The reactants are: [F:1][C:2]1[C:3]([O:27][CH2:28][C:29]2[CH:34]=[CH:33][CH:32]=[CH:31][CH:30]=2)=[CH:4][CH:5]=[C:6]2[C:11]=1[C:10]([CH3:13])([CH3:12])[C:9]([OH:14])=[C:8]([C:15]([NH:17][CH2:18][C:19]([O:21]C(C)(C)C)=[O:20])=[O:16])[C:7]2=[O:26]. (2) Given the product [CH2:1]([N:8]1[CH2:16][C:15]2[C:10](=[CH:11][CH:12]=[C:13]([C:23]3[O:24][CH2:25][CH2:26][CH2:27][CH:28]=3)[CH:14]=2)[CH2:9]1)[C:2]1[CH:7]=[CH:6][CH:5]=[CH:4][CH:3]=1, predict the reactants needed to synthesize it. The reactants are: [CH2:1]([N:8]1[CH2:16][C:15]2[C:10](=[CH:11][CH:12]=[C:13](Br)[CH:14]=2)[CH2:9]1)[C:2]1[CH:7]=[CH:6][CH:5]=[CH:4][CH:3]=1.C([Sn](CCCC)(CCCC)[C:23]1[O:24][CH2:25][CH2:26][CH2:27][CH:28]=1)CCC. (3) Given the product [Cl:33][C:13]1[C:12]([O:11][C:6]2[N:5]=[C:4]3[S:3][C:2]([NH:1][C:38](=[O:37])[CH2:39][OH:40])=[N:10][C:9]3=[CH:8][CH:7]=2)=[CH:17][C:16]([NH:18][C:19](=[O:31])[C:20]2[CH:25]=[CH:24][CH:23]=[C:22]([C:26]([C:29]#[N:30])([CH3:28])[CH3:27])[CH:21]=2)=[C:15]([F:32])[CH:14]=1, predict the reactants needed to synthesize it. The reactants are: [NH2:1][C:2]1[S:3][C:4]2[C:9]([N:10]=1)=[CH:8][CH:7]=[C:6]([O:11][C:12]1[C:13]([Cl:33])=[CH:14][C:15]([F:32])=[C:16]([NH:18][C:19](=[O:31])[C:20]3[CH:25]=[CH:24][CH:23]=[C:22]([C:26]([C:29]#[N:30])([CH3:28])[CH3:27])[CH:21]=3)[CH:17]=1)[N:5]=2.C([O:37][CH2:38][C:39](Cl)=[O:40])(=O)C.C(=O)([O-])[O-].[Na+].[Na+]. (4) Given the product [CH2:11]([O:10][C:8](=[O:9])[C:7]([F:14])([F:13])[CH2:24][NH:15][CH:19]1[CH2:20][CH2:21][CH2:22][CH2:23][CH2:18]1)[CH3:12], predict the reactants needed to synthesize it. The reactants are: Cl[Si](C)(C)C.Br[C:7]([F:14])([F:13])[C:8]([O:10][CH2:11][CH3:12])=[O:9].[N:15]1([CH2:24]NC2CCCCC2)[C:19]2[CH:20]=[CH:21][CH:22]=[CH:23][C:18]=2N=N1. (5) Given the product [CH2:20]([O:19][C:13]1[CH:14]=[CH:15][C:16]([Cl:18])=[CH:17][C:12]=1[CH2:11][OH:10])[CH:21]=[CH2:22], predict the reactants needed to synthesize it. The reactants are: [H-].[Al+3].[Li+].[H-].[H-].[H-].C([O:10][C:11](=O)[C:12]1[CH:17]=[C:16]([Cl:18])[CH:15]=[CH:14][C:13]=1[O:19][CH2:20][CH:21]=[CH2:22])C=C. (6) The reactants are: [CH3:1][Mg]Cl.[F:4][C:5]1[C:10]([C:11]2[CH2:16][CH2:15][CH2:14][C:13](=[O:17])[CH:12]=2)=[CH:9][CH:8]=[CH:7][N:6]=1. Given the product [F:4][C:5]1[C:10]([C:11]2[CH2:16][CH2:15][CH2:14][C:13]([CH3:1])([OH:17])[CH:12]=2)=[CH:9][CH:8]=[CH:7][N:6]=1, predict the reactants needed to synthesize it. (7) Given the product [CH:33]1([CH2:36][CH2:37][O:38][C:39]2[N:47]=[C:46]3[C:42]([N:43]=[C:44]([O:48][CH3:49])[N:45]3[CH2:52][CH2:53][CH2:54][CH:55]3[CH2:59][CH2:58][CH2:57][O:56]3)=[C:41]([NH2:50])[N:40]=2)[CH2:35][CH2:34]1, predict the reactants needed to synthesize it. The reactants are: C(NC1N=C2C(N=C(OC)N2CCCC2CCOC2)=C(N)N=1)CCC.FC(F)(F)C(O)=O.[CH:33]1([CH2:36][CH2:37][O:38][C:39]2[NH:40][C:41]([NH2:50])=[C:42]3[C:46]([N:47]=2)=[N:45][C:44]([O:48][CH3:49])=[N:43]3)[CH2:35][CH2:34]1.Br[CH2:52][CH2:53][CH2:54][CH:55]1[CH2:59][CH2:58][CH2:57][O:56]1.